From a dataset of Full USPTO retrosynthesis dataset with 1.9M reactions from patents (1976-2016). Predict the reactants needed to synthesize the given product. (1) Given the product [O:1]=[S:2]1(=[O:18])[CH2:6][CH2:5][CH2:4][N:3]1[CH2:7][C:8]12[CH2:16][CH:12]3[CH2:11][C:10]([NH:17][CH2:26][C:27]([N:29]4[CH2:33][CH2:32][CH2:31][C@H:30]4[C:34]#[N:35])=[O:28])([CH2:9]1)[CH:14]([CH2:13]3)[CH2:15]2, predict the reactants needed to synthesize it. The reactants are: [O:1]=[S:2]1(=[O:18])[CH2:6][CH2:5][CH2:4][N:3]1[CH2:7][C:8]12[CH2:16][CH:12]3[CH2:13][CH:14]([CH2:15]1)[C:10]([NH2:17])([CH2:11]3)[CH2:9]2.C([O-])([O-])=O.[K+].[K+].Cl[CH2:26][C:27]([N:29]1[CH2:33][CH2:32][CH2:31][C@H:30]1[C:34]#[N:35])=[O:28]. (2) Given the product [NH2:7][C:8]1[N:9]=[C:10]([CH3:31])[C:11]([CH2:15][NH:16][C:17]([C:19]2[O:20][C:21]([CH2:24][C:25]3[CH:30]=[CH:29][CH:28]=[CH:27][CH:26]=3)=[CH:22][N:23]=2)=[O:18])=[C:12]([CH3:14])[CH:13]=1, predict the reactants needed to synthesize it. The reactants are: C(OC(=O)[NH:7][C:8]1[CH:13]=[C:12]([CH3:14])[C:11]([CH2:15][NH:16][C:17]([C:19]2[O:20][C:21]([CH2:24][C:25]3[CH:30]=[CH:29][CH:28]=[CH:27][CH:26]=3)=[CH:22][N:23]=2)=[O:18])=[C:10]([CH3:31])[N:9]=1)(C)(C)C.C(O)(C(F)(F)F)=O. (3) Given the product [C:1]([O:5][C:6](=[O:33])[NH:7][CH:8]1[CH2:13][CH2:12][CH:11]([NH:14][C:15]2[N:20]=[C:19]3[NH:21][N:22]=[C:23]([C:24]4[CH:29]=[CH:28][N:27]=[C:26]([NH:50][CH:42]([C:43]5[CH:48]=[CH:47][CH:46]=[C:45]([Cl:49])[CH:44]=5)[CH2:41][NH:40][C:39]([O:38][C:34]([CH3:37])([CH3:36])[CH3:35])=[O:51])[N:25]=4)[C:18]3=[CH:17][N:16]=2)[CH2:10][CH2:9]1)([CH3:4])([CH3:3])[CH3:2], predict the reactants needed to synthesize it. The reactants are: [C:1]([O:5][C:6](=[O:33])[NH:7][CH:8]1[CH2:13][CH2:12][CH:11]([NH:14][C:15]2[N:20]=[C:19]3[NH:21][N:22]=[C:23]([C:24]4[CH:29]=[CH:28][N:27]=[C:26](S(C)=O)[N:25]=4)[C:18]3=[CH:17][N:16]=2)[CH2:10][CH2:9]1)([CH3:4])([CH3:3])[CH3:2].[C:34]([O:38][C:39](=[O:51])[NH:40][CH2:41][CH:42]([NH2:50])[C:43]1[CH:48]=[CH:47][CH:46]=[C:45]([Cl:49])[CH:44]=1)([CH3:37])([CH3:36])[CH3:35].